Predict the reaction yield, written as a fraction of the theoretical maximum amount of product (1.0 means a 100% yield; for example, 0.34 means a 34% yield). From a dataset of Reaction yield outcomes from USPTO patents with 853,638 reactions. The yield is 0.890. The product is [O:8]=[C:9]1[CH:18]=[CH:17][C:12]([C:13]([O:15][CH3:16])=[O:14])=[CH:11][NH:10]1. The catalyst is FC(F)(F)C(O)=O. The reactants are COC1C=CC(C[O:8][C:9]2[CH:18]=[CH:17][C:12]([C:13]([O:15][CH3:16])=[O:14])=[CH:11][N:10]=2)=CC=1.C1(OC)C=CC=CC=1.